Dataset: Full USPTO retrosynthesis dataset with 1.9M reactions from patents (1976-2016). Task: Predict the reactants needed to synthesize the given product. (1) Given the product [CH3:1][N:2]([C:37]1[N:42]=[CH:41][CH:40]=[CH:39][N:38]=1)[C@@H:3]1[CH2:7][CH2:6][N:5]([C:8]2[CH:9]=[CH:10][C:11]([NH:14][C:15]([N:17]3[CH2:18][CH2:19][CH:20]([C:23]4[CH:24]=[CH:25][C:26]([Cl:29])=[CH:27][CH:28]=4)[CH2:21][CH2:22]3)=[O:16])=[CH:12][CH:13]=2)[CH2:4]1, predict the reactants needed to synthesize it. The reactants are: [CH3:1][NH:2][C@@H:3]1[CH2:7][CH2:6][N:5]([C:8]2[CH:13]=[CH:12][C:11]([NH:14][C:15]([N:17]3[CH2:22][CH2:21][CH:20]([C:23]4[CH:28]=[CH:27][C:26]([Cl:29])=[CH:25][CH:24]=4)[CH2:19][CH2:18]3)=[O:16])=[CH:10][CH:9]=2)[CH2:4]1.C(=O)([O-])[O-].[K+].[K+].Br[C:37]1[N:42]=[CH:41][CH:40]=[CH:39][N:38]=1. (2) Given the product [C:6]([C:8]1([CH2:11][CH2:12][CH2:13][CH2:14][CH2:15][C:16](=[O:30])[CH2:17][CH2:18][CH2:19][CH2:20][CH2:21][C:22]([CH3:28])([CH3:29])[C:23]([OH:25])=[O:24])[CH2:10][CH2:9]1)([OH:7])=[O:5], predict the reactants needed to synthesize it. The reactants are: C([O:5][C:6]([C:8]1([CH2:11][CH2:12][CH2:13][CH2:14][CH2:15][C:16](=[O:30])[CH2:17][CH2:18][CH2:19][CH2:20][CH2:21][C:22]([CH3:29])([CH3:28])[C:23]([O:25]CC)=[O:24])[CH2:10][CH2:9]1)=[O:7])(C)(C)C.[OH-].[Na+]. (3) Given the product [N:17]1([C:2]2[CH:3]=[CH:4][C:5]([N+:14]([O-:16])=[O:15])=[C:6]([N:8]3[CH2:13][CH2:12][CH2:11][CH2:10][CH2:9]3)[CH:7]=2)[CH:21]=[CH:20][N:19]=[CH:18]1, predict the reactants needed to synthesize it. The reactants are: Cl[C:2]1[CH:3]=[CH:4][C:5]([N+:14]([O-:16])=[O:15])=[C:6]([N:8]2[CH2:13][CH2:12][CH2:11][CH2:10][CH2:9]2)[CH:7]=1.[NH:17]1[CH:21]=[CH:20][N:19]=[CH:18]1.[OH-].[K+].O. (4) The reactants are: [C:1]([O:5][C:6]([N:8]1[CH2:12][CH2:11][CH2:10][CH:9]1[C:13]([O:15][CH2:16][C:17]([C:19]1[CH:32]=[CH:31][C:30]2[C:29]3[C:24](=[CH:25][C:26](Br)=[CH:27][CH:28]=3)[CH2:23][CH2:22][C:21]=2[CH:20]=1)=[O:18])=[O:14])=[O:7])([CH3:4])([CH3:3])[CH3:2].[CH2:34]([Sn](CCCC)(CCCC)[C:39]([O:41]CC)=[CH2:40])[CH2:35]CC.C1C(=O)N(Br)[C:54](=[O:55])[CH2:53]1.[C:60]([O:64][C:65]([N:67]1[CH:72]([C:73]([OH:75])=[O:74])[CH:71]2[CH2:76][CH:68]1[CH2:69][CH2:70]2)=[O:66])([CH3:63])([CH3:62])[CH3:61].CCN(C(C)C)C(C)C. Given the product [C:60]([O:64][C:65]([N:67]1[CH:72]([C:73]([O:75][CH2:40][C:39]([C:26]2[CH:27]=[CH:28][C:29]3[C:30]4[C:21](=[CH:20][C:19]([C:17](=[O:18])[CH2:16][O:15][C:13]([CH:9]5[CH2:10][CH2:11][CH2:12][N:8]5[C:6]([O:5][C:1]([CH3:4])([CH3:3])[CH3:2])=[O:7])=[O:14])=[CH:32][CH:31]=4)[CH2:22][CH2:23][C:24]=3[CH:25]=2)=[O:41])=[O:74])[CH:71]2[CH2:76][CH:68]1[CH2:69][CH2:70]2)=[O:66])([CH3:63])([CH3:61])[CH3:62].[C:60]([O:64][C:65]([N:67]1[CH:72]([C:73]([O:75][CH2:53][C:54]([C:26]2[CH:27]=[CH:28][C:29]3[C:30]4[C:21](=[CH:20][C:19]([C:17](=[O:18])[CH2:16][O:15][C:13]([CH:9]5[CH2:10][CH2:11][CH2:12][N:8]5[C:6]([O:5][CH2:1][CH2:4][CH2:34][CH3:35])=[O:7])=[O:14])=[CH:32][CH:31]=4)[CH2:22][CH2:23][C:24]=3[CH:25]=2)=[O:55])=[O:74])[CH:71]2[CH2:76][CH:68]1[CH2:69][CH2:70]2)=[O:66])([CH3:63])([CH3:61])[CH3:62], predict the reactants needed to synthesize it. (5) Given the product [CH3:1][O:2][C:3]([C:5]1[CH:6]=[C:7]2[C:12](=[C:13]([Cl:16])[C:14]=1[NH2:15])[N:11]=[CH:10][CH:9]=[N:8]2)=[O:4], predict the reactants needed to synthesize it. The reactants are: [CH3:1][O:2][C:3]([C:5]1[CH:6]=[C:7]2[C:12](=[CH:13][C:14]=1[NH2:15])[N:11]=[CH:10][CH:9]=[N:8]2)=[O:4].[Cl:16]N1C(=O)CCC1=O. (6) Given the product [O:36]=[C:35]1[NH:1][C:4]2[CH:9]=[CH:8][CH:7]=[N:6][C:5]=2[CH2:10][CH2:11][N:12]1[CH:13]1[CH2:18][CH2:17][N:16]([C:19]([O:21][C:22]([CH3:25])([CH3:24])[CH3:23])=[O:20])[CH2:15][CH2:14]1, predict the reactants needed to synthesize it. The reactants are: [N+:1]([C:4]1[C:5]([CH2:10][CH2:11][NH:12][CH:13]2[CH2:18][CH2:17][N:16]([C:19]([O:21][C:22]([CH3:25])([CH3:24])[CH3:23])=[O:20])[CH2:15][CH2:14]2)=[N:6][CH:7]=[CH:8][CH:9]=1)([O-])=O.[H][H].C(N(CC)CC)C.[CH3:35][OH:36]. (7) Given the product [OH:1][C:2]1[CH:7]=[CH:6][C:5]([C@H:8]2[CH2:12][C:11]3([CH2:13][CH2:14][N:15]([C:18]([O:20][C:21]([CH3:24])([CH3:23])[CH3:22])=[O:19])[CH2:16][CH2:17]3)[O:10][CH2:9]2)=[CH:4][CH:3]=1.[CH3:27][OH:28].[C:27](=[O:29])=[O:28], predict the reactants needed to synthesize it. The reactants are: [OH:1][C:2]1[CH:7]=[CH:6][C:5]([CH:8]2[CH2:12][C:11]3([CH2:17][CH2:16][N:15]([C:18]([O:20][C:21]([CH3:24])([CH3:23])[CH3:22])=[O:19])[CH2:14][CH2:13]3)[O:10][CH2:9]2)=[CH:4][CH:3]=1.CO.[C:27](=[O:29])=[O:28]. (8) Given the product [Cl:1][C:2]1[CH:10]=[C:9]([S:11]([CH3:14])(=[O:13])=[O:12])[CH:8]=[CH:7][C:3]=1[C:4]([NH:29][C:26]1[CH:27]=[CH:28][C:23]([Cl:22])=[C:24]([C:30]2[CH:35]=[CH:34][CH:33]=[CH:32][N:31]=2)[CH:25]=1)=[O:6], predict the reactants needed to synthesize it. The reactants are: [Cl:1][C:2]1[CH:10]=[C:9]([S:11]([CH3:14])(=[O:13])=[O:12])[CH:8]=[CH:7][C:3]=1[C:4]([OH:6])=O.CN1CCOCC1.[Cl:22][C:23]1[CH:28]=[CH:27][C:26]([NH2:29])=[CH:25][C:24]=1[C:30]1[CH:35]=[CH:34][CH:33]=[CH:32][N:31]=1.C(O)(C)C. (9) Given the product [C:14]([OH:21])(=[O:20])/[CH:15]=[CH:16]/[C:17]([OH:19])=[O:18].[N:1]1[CH:6]=[CH:5][CH:4]=[C:3]([N:7]2[CH2:13][C@@H:12]3[C@H:8]2[CH2:9][NH:10][CH2:11]3)[CH:2]=1, predict the reactants needed to synthesize it. The reactants are: [N:1]1[CH:6]=[CH:5][CH:4]=[C:3]([N:7]2[CH2:13][C@@H:12]3[C@H:8]2[CH2:9][NH:10][CH2:11]3)[CH:2]=1.[C:14]([OH:21])(=[O:20])/[CH:15]=[CH:16]/[C:17]([OH:19])=[O:18]. (10) Given the product [C:26]1([CH:4]2[O:9][C:8](=[O:10])[NH:7][CH2:6][CH2:5]2)[CH:27]=[CH:28][CH:29]=[CH:30][CH:31]=1, predict the reactants needed to synthesize it. The reactants are: C([C@@:4]1([C:26]2[CH:31]=[CH:30][CH:29]=[CH:28][CH:27]=2)[O:9][C:8](=[O:10])[N:7]([C@H](C2C=CC(C3C=NC(N)=CC=3)=CC=2)C)[CH2:6][CH2:5]1)C=C.